Task: Predict the product of the given reaction.. Dataset: Forward reaction prediction with 1.9M reactions from USPTO patents (1976-2016) (1) The product is: [CH2:14]([N:9]1[CH:8]=[CH:7][N:6]=[C:5]([C:10]([O:12][CH3:13])=[O:11])[C:4]1=[O:3])[C:15]1[CH:20]=[CH:19][CH:18]=[CH:17][CH:16]=1. Given the reactants [H-].[Li+].[O:3]=[C:4]1[NH:9][CH:8]=[CH:7][N:6]=[C:5]1[C:10]([O:12][CH3:13])=[O:11].[CH2:14](Cl)[C:15]1[CH:20]=[CH:19][CH:18]=[CH:17][CH:16]=1, predict the reaction product. (2) Given the reactants [CH2:1]([O:3][C:4]1[CH:5]=[C:6]([C:13]2[O:17][N:16]=[C:15]([C:18]3[CH:19]=[CH:20][C:21]4[O:25][C:24]([CH2:26][N:27]5[CH2:30][CH:29]([C:31]([O:33]C)=[O:32])[CH2:28]5)=[CH:23][C:22]=4[CH:35]=3)[N:14]=2)[CH:7]=[CH:8][C:9]=1[O:10][CH2:11][CH3:12])[CH3:2].[OH-].[K+], predict the reaction product. The product is: [CH2:1]([O:3][C:4]1[CH:5]=[C:6]([C:13]2[O:17][N:16]=[C:15]([C:18]3[CH:19]=[CH:20][C:21]4[O:25][C:24]([CH2:26][N:27]5[CH2:28][CH:29]([C:31]([OH:33])=[O:32])[CH2:30]5)=[CH:23][C:22]=4[CH:35]=3)[N:14]=2)[CH:7]=[CH:8][C:9]=1[O:10][CH2:11][CH3:12])[CH3:2]. (3) Given the reactants [CH:1]1([CH2:4][O:5][C:6]2[CH:11]=[C:10]([F:12])[CH:9]=[CH:8][C:7]=2[C:13]2[N:17]([CH3:18])[CH:16]=[N:15][C:14]=2[C:19]2[CH:24]=[C:23]([CH:25]=O)[CH:22]=[CH:21][N:20]=2)[CH2:3][CH2:2]1.[C:27]1([S:33]([CH2:36][C:37]#[N:38])(=[O:35])=[O:34])[CH:32]=[CH:31][CH:30]=[CH:29][CH:28]=1.C([O-])(O)=O.[Na+], predict the reaction product. The product is: [C:27]1([S:33]([C:36](=[CH:25][C:23]2[CH:22]=[CH:21][N:20]=[C:19]([C:14]3[N:15]=[CH:16][N:17]([CH3:18])[C:13]=3[C:7]3[CH:8]=[CH:9][C:10]([F:12])=[CH:11][C:6]=3[O:5][CH2:4][CH:1]3[CH2:2][CH2:3]3)[CH:24]=2)[C:37]#[N:38])(=[O:34])=[O:35])[CH:28]=[CH:29][CH:30]=[CH:31][CH:32]=1. (4) The product is: [CH3:33][N:2]([CH3:1])[CH2:3][C:4]([N:6]1[CH2:10][CH2:9][CH:8]([O:11][C:12]2[CH:17]=[C:16]([F:18])[CH:15]=[CH:14][C:13]=2[NH:19][C:20]2[C:21]3[C:28]([CH3:29])=[C:27]([C:30]([NH2:34])=[O:32])[S:26][C:22]=3[N:23]=[CH:24][N:25]=2)[CH2:7]1)=[O:5]. Given the reactants [CH3:1][N:2]([CH3:33])[CH2:3][C:4]([N:6]1[CH2:10][CH2:9][CH:8]([O:11][C:12]2[CH:17]=[C:16]([F:18])[CH:15]=[CH:14][C:13]=2[NH:19][C:20]2[C:21]3[C:28]([CH3:29])=[C:27]([C:30]([OH:32])=O)[S:26][C:22]=3[N:23]=[CH:24][N:25]=2)[CH2:7]1)=[O:5].[NH3:34], predict the reaction product. (5) Given the reactants [CH2:1]([O:3][C:4]([C:6]1[CH:7]=[C:8]2[N:13]([C:14]=1[C:15]1[CH:16]=[N:17][C:18]([CH3:21])=[CH:19][CH:20]=1)[CH:12]=[CH:11][C:10]([CH2:22][N:23]=[N+:24]=[N-:25])=[CH:9]2)=[O:5])[CH3:2].[CH2:26]([C:28]([O:35][C:36](=[O:46])[C:37]1[CH:42]=[CH:41][C:40]([N+:43]([O-:45])=[O:44])=[CH:39][CH:38]=1)([C:31]([F:34])([F:33])[F:32])[C:29]#[CH:30])[CH3:27], predict the reaction product. The product is: [CH2:1]([O:3][C:4]([C:6]1[CH:7]=[C:8]2[N:13]([C:14]=1[C:15]1[CH:16]=[N:17][C:18]([CH3:21])=[CH:19][CH:20]=1)[CH:12]=[CH:11][C:10]([CH2:22][N:23]1[CH:27]=[C:26]([C:28]([O:35][C:36](=[O:46])[C:37]3[CH:38]=[CH:39][C:40]([N+:43]([O-:45])=[O:44])=[CH:41][CH:42]=3)([C:31]([F:34])([F:33])[F:32])[CH2:29][CH3:30])[N:25]=[N:24]1)=[CH:9]2)=[O:5])[CH3:2]. (6) Given the reactants CC(C)([O-])C.[K+].[F:7][C:8]1[CH:9]=[C:10]([NH:15][C:16]2[C:21]([NH2:22])=[CH:20][CH:19]=[CH:18][N:17]=2)[CH:11]=[CH:12][C:13]=1[CH3:14].C([O:25][C:26](=O)[C:27]([NH:29][CH:30]1[CH2:32][CH2:31]1)=[O:28])C.O1CCCC1, predict the reaction product. The product is: [CH:30]1([NH:29][C:27](=[O:28])[C:26]([NH:22][C:21]2[C:16]([NH:15][C:10]3[CH:11]=[CH:12][C:13]([CH3:14])=[C:8]([F:7])[CH:9]=3)=[N:17][CH:18]=[CH:19][CH:20]=2)=[O:25])[CH2:32][CH2:31]1. (7) Given the reactants [CH2:1]([O:3][C:4]([C:6]1[C:7]([C:23]#[CH:24])=[C:8]2[CH:14]=[CH:13][N:12]([CH2:15][C:16]3[CH:21]=[CH:20][C:19]([F:22])=[CH:18][CH:17]=3)[C:9]2=[CH:10][N:11]=1)=[O:5])[CH3:2], predict the reaction product. The product is: [CH2:1]([O:3][C:4]([C:6]1[C:7]([CH2:23][CH3:24])=[C:8]2[CH:14]=[CH:13][N:12]([CH2:15][C:16]3[CH:17]=[CH:18][C:19]([F:22])=[CH:20][CH:21]=3)[C:9]2=[CH:10][N:11]=1)=[O:5])[CH3:2].